This data is from Reaction yield outcomes from USPTO patents with 853,638 reactions. The task is: Predict the reaction yield, written as a fraction of the theoretical maximum amount of product (1.0 means a 100% yield; for example, 0.34 means a 34% yield). The reactants are [O:1]=[O+][O-].C([C:6](=P(C1C=CC=CC=1)(C1C=CC=CC=1)C1C=CC=CC=1)[C:7]([C@@H:9]([NH:14][C:15](=[O:29])[O:16][C:17]1([CH2:22][C:23]2[CH:28]=[CH:27][CH:26]=[CH:25][CH:24]=2)[CH2:21][CH2:20][CH2:19][CH2:18]1)[CH2:10][CH2:11][CH2:12][CH3:13])=[O:8])#N.[CH3:49][C@H:50]([NH2:57])[C:51]1[CH:56]=[CH:55][CH:54]=[CH:53][CH:52]=1. The catalyst is ClCCl. The product is [O:1]=[C:6]([NH:57][C@@H:50]([C:51]1[CH:56]=[CH:55][CH:54]=[CH:53][CH:52]=1)[CH3:49])[C:7]([C@@H:9]([NH:14][C:15](=[O:29])[O:16][C:17]1([CH2:22][C:23]2[CH:28]=[CH:27][CH:26]=[CH:25][CH:24]=2)[CH2:21][CH2:20][CH2:19][CH2:18]1)[CH2:10][CH2:11][CH2:12][CH3:13])=[O:8]. The yield is 0.150.